Dataset: Full USPTO retrosynthesis dataset with 1.9M reactions from patents (1976-2016). Task: Predict the reactants needed to synthesize the given product. (1) The reactants are: Cl[C:2]1[N:7]=[C:6]([N:8]2[CH2:13][CH2:12][CH:11]([CH2:14][O:15][C:16]3[CH:17]=[C:18]([CH:22]([CH:29]4[CH2:31][CH2:30]4)[CH2:23][C:24]([O:26][CH2:27][CH3:28])=[O:25])[CH:19]=[CH:20][CH:21]=3)[CH2:10][CH2:9]2)[C:5]([C:32](=[O:45])[N:33]([CH2:40][C:41]([CH3:44])([CH3:43])[CH3:42])[C:34]2[CH:39]=[CH:38][CH:37]=[CH:36][N:35]=2)=[CH:4][CH:3]=1.C(=O)([O-])[O-].[Na+].[Na+].[CH3:52][C:53]1(C)C(C)(C)OB(C=C)O1.O. Given the product [CH:29]1([CH:22]([C:18]2[CH:19]=[CH:20][CH:21]=[C:16]([O:15][CH2:14][CH:11]3[CH2:12][CH2:13][N:8]([C:6]4[C:5]([C:32](=[O:45])[N:33]([CH2:40][C:41]([CH3:44])([CH3:42])[CH3:43])[C:34]5[CH:39]=[CH:38][CH:37]=[CH:36][N:35]=5)=[CH:4][CH:3]=[C:2]([CH:52]=[CH2:53])[N:7]=4)[CH2:9][CH2:10]3)[CH:17]=2)[CH2:23][C:24]([O:26][CH2:27][CH3:28])=[O:25])[CH2:31][CH2:30]1, predict the reactants needed to synthesize it. (2) Given the product [CH3:26][O:27][C:28]1[CH:35]=[CH:34][C:31]([CH2:32][NH:33][C:2]2[CH:3]=[CH:4][C:5]3[C:10](=[O:11])[N:9]([C:12]4[CH:17]=[CH:16][C:15]([O:18][CH2:19][C:20]([F:23])([F:22])[F:21])=[CH:14][CH:13]=4)[C:8](=[S:24])[NH:7][C:6]=3[N:25]=2)=[CH:30][CH:29]=1, predict the reactants needed to synthesize it. The reactants are: Cl[C:2]1[CH:3]=[CH:4][C:5]2[C:10](=[O:11])[N:9]([C:12]3[CH:17]=[CH:16][C:15]([O:18][CH2:19][C:20]([F:23])([F:22])[F:21])=[CH:14][CH:13]=3)[C:8](=[S:24])[NH:7][C:6]=2[N:25]=1.[CH3:26][O:27][C:28]1[CH:35]=[CH:34][C:31]([CH2:32][NH2:33])=[CH:30][CH:29]=1.C(=O)([O-])[O-].[K+].[K+].[Cl-].[NH4+]. (3) Given the product [Cl:1][C:2]1[CH:7]=[C:6]([S:26][C:21]2[CH:22]=[CH:23][CH:24]=[CH:25][C:20]=2[F:19])[CH:5]=[CH:4][C:3]=1[NH:9][C:10](=[O:18])[C@:11]([OH:17])([CH3:16])[C:12]([F:15])([F:14])[F:13], predict the reactants needed to synthesize it. The reactants are: [Cl:1][C:2]1[CH:7]=[C:6](I)[CH:5]=[CH:4][C:3]=1[NH:9][C:10](=[O:18])[C@:11]([OH:17])([CH3:16])[C:12]([F:15])([F:14])[F:13].[F:19][C:20]1[CH:25]=[CH:24][CH:23]=[CH:22][C:21]=1[SH:26].C[O-].[Na+]. (4) Given the product [CH2:18]([O:17][C:15](=[O:16])[C:9]([NH:8][C:6]([O:5][C:1]([CH3:4])([CH3:2])[CH3:3])=[O:7])([CH2:27][CH2:28][O:29][CH:30]1[CH2:35][CH2:34][CH2:33][CH2:32][O:31]1)[C:10]([O:12][CH2:13][CH3:14])=[O:11])[CH3:19], predict the reactants needed to synthesize it. The reactants are: [C:1]([O:5][C:6]([NH:8][CH:9]([C:15]([O:17][CH2:18][CH3:19])=[O:16])[C:10]([O:12][CH2:13][CH3:14])=[O:11])=[O:7])([CH3:4])([CH3:3])[CH3:2].CC(C)([O-])C.[Na+].Br[CH2:27][CH2:28][O:29][CH:30]1[CH2:35][CH2:34][CH2:33][CH2:32][O:31]1. (5) Given the product [N+:1]([C:19]1[CH:18]=[C:17]2[C:22](=[CH:21][CH:20]=1)[N:14]([C:12](=[O:13])[CH2:11][C:6]1[CH:7]=[CH:8][CH:9]=[CH:10][N:5]=1)[CH2:15][CH2:16]2)([O-:4])=[O:2], predict the reactants needed to synthesize it. The reactants are: [N+:1]([O-:4])(O)=[O:2].[N:5]1[CH:10]=[CH:9][CH:8]=[CH:7][C:6]=1[CH2:11][C:12]([N:14]1[C:22]2[C:17](=[CH:18][CH:19]=[CH:20][CH:21]=2)[CH2:16][CH2:15]1)=[O:13].C(=O)([O-])[O-].[K+].[K+].